This data is from Experimentally validated miRNA-target interactions with 360,000+ pairs, plus equal number of negative samples. The task is: Binary Classification. Given a miRNA mature sequence and a target amino acid sequence, predict their likelihood of interaction. (1) The miRNA is mmu-miR-467f with sequence AUAUACACACACACACCUACA. The protein sequence of the target gene is MSNRVVCREASHAGSWYTASGPQLNAQLEGWLSQVQSTKRPARAIIAPHAGYTYCGSCAAHAYKQVDPSVTRRIFILGPSHHVPLSRCALSSVDIYRTPLYDLRIDQKIYGELWKTGMFERMSLQTDEDEHSIEMHLPYTAKAMESHKDEFTIIPVLVGALSESKEQEFGKLFSKYLADPSNLFVVSSDFCHWGQRFRYSYYDESQGEIYRSIEHLDKMGMSIIEQLDPVSFSNYLKKYHNTICGRHPIGVLLNAITELQKNGMNMSFSFLNYAQSSQCRSWQDSSVSYAAGALTVH. Result: 1 (interaction). (2) The miRNA is hsa-miR-4668-5p with sequence AGGGAAAAAAAAAAGGAUUUGUC. The protein sequence of the target gene is MCSLPMARYYIIKYADQKALYTRDGQLLVGDPVADNCCAEKICILPNRGLARTKVPIFLGIQGGSRCLACVETEEGPSLQLEDVNIEELYKGGEEATRFTFFQSSSGSAFRLEAAAWPGWFLCGPAEPQQPVQLTKESEPSARTKFYFEQSW. Result: 0 (no interaction). (3) The miRNA is hsa-miR-2909 with sequence GUUAGGGCCAACAUCUCUUGG. The protein sequence of the target gene is MGDERPHYYGKHGTPQKYDPTFKGPIYNRGCTDIICCVFLLLAIVGYVAVGIIAWTHGDPRKVIYPTDSRGEFCGQKGTKNENKPYLFYFNIVKCASPLVLLEFQCPTPQICVEKCPDRYLTYLNARSSRDFEYYKQFCVPGFKNNKGVAEVLQDGDCPAVLIPSKPLARRCFPAIHAYKGVLMVGNETTYEDGHGSRKNITDLVEGAKKANGVLEARQLAMRIFEDYTVSWYWIIIGLVIAMAMSLLFIILLRFLAGIMVWVMIIMVILVLGYGIFHCYMEYSRLRGEAGSDVSLVDLG.... Result: 0 (no interaction). (4) The miRNA is hsa-miR-4665-3p with sequence CUCGGCCGCGGCGCGUAGCCCCCGCC. The protein sequence of the target gene is MPVKKKRKSPGVAAAVAEDGGLKKCKISSYCRSQPPARLISGEEHFSSKKCLAWFYEYAGPDEVVGPEGMEKFCEDIGVEPENIIMLVLAWKLEAESMGFFTKEEWLKGMTSLQCDCTEKLQNKFDFLRSQLNDISSFKNIYRYAFDFARDKDQRSLDIDTAKSMLALLLGRTWPLFSVFYQYLEQSKYRVMNKDQWYNVLEFSRTVHADLSNYDEDGAWPVLLDEFVEWQKVRQTS. Result: 0 (no interaction).